This data is from Catalyst prediction with 721,799 reactions and 888 catalyst types from USPTO. The task is: Predict which catalyst facilitates the given reaction. (1) Reactant: [NH2:1][C:2]1[CH:11]=[CH:10][CH:9]=[C:8]2[C:3]=1[CH:4]=[CH:5][N:6]([C@H:13]([CH:20]([CH3:22])[CH3:21])[C:14]([NH:16][CH:17]1[CH2:19][CH2:18]1)=[O:15])[C:7]2=[O:12].[CH:23]1([CH2:30][C:31](O)=[O:32])[CH2:29][CH2:28][CH2:27][CH2:26][CH2:25][CH2:24]1.C(N(CC)C(C)C)(C)C.F[P-](F)(F)(F)(F)F.C[N+](C)=C(N(C)C)ON1C2N=CC=CC=2N=N1.CN(C)C=O. Product: [CH:23]1([CH2:30][C:31]([NH:1][C:2]2[CH:11]=[CH:10][CH:9]=[C:8]3[C:3]=2[CH:4]=[CH:5][N:6]([C@H:13]([CH:20]([CH3:22])[CH3:21])[C:14]([NH:16][CH:17]2[CH2:19][CH2:18]2)=[O:15])[C:7]3=[O:12])=[O:32])[CH2:29][CH2:28][CH2:27][CH2:26][CH2:25][CH2:24]1. The catalyst class is: 2. (2) The catalyst class is: 582. Product: [O:1]1[CH2:6][CH2:5][N:4]([CH2:7][CH2:8][CH2:9][NH:10][C:11]2[N:12]=[CH:13][C:14]([NH2:17])=[CH:15][N:16]=2)[CH2:3][CH2:2]1. Reactant: [O:1]1[CH2:6][CH2:5][N:4]([CH2:7][CH2:8][CH2:9][NH:10][C:11]2[N:16]=[CH:15][C:14]([N+:17]([O-])=O)=[CH:13][N:12]=2)[CH2:3][CH2:2]1. (3) Product: [F:35][CH:33]([F:34])[C:15]1[N:14]([C:4]2[N:3]=[C:2]([N:46]3[CH2:47][CH2:48][N:43]([S:40]([CH2:39][CH2:38][N:37]([CH3:49])[CH3:36])(=[O:42])=[O:41])[CH2:44][CH2:45]3)[N:7]=[C:6]([N:8]3[CH2:13][CH2:12][O:11][CH2:10][CH2:9]3)[N:5]=2)[C:18]2[CH:19]=[C:20]([NH:25][C:26](=[O:32])[O:27][C:28]([CH3:29])([CH3:30])[CH3:31])[CH:21]=[C:22]([O:23][CH3:24])[C:17]=2[N:16]=1. The catalyst class is: 1. Reactant: Cl[C:2]1[N:7]=[C:6]([N:8]2[CH2:13][CH2:12][O:11][CH2:10][CH2:9]2)[N:5]=[C:4]([N:14]2[C:18]3[CH:19]=[C:20]([NH:25][C:26](=[O:32])[O:27][C:28]([CH3:31])([CH3:30])[CH3:29])[CH:21]=[C:22]([O:23][CH3:24])[C:17]=3[N:16]=[C:15]2[CH:33]([F:35])[F:34])[N:3]=1.[CH3:36][N:37]([CH3:49])[CH2:38][CH2:39][S:40]([N:43]1[CH2:48][CH2:47][NH:46][CH2:45][CH2:44]1)(=[O:42])=[O:41].CCN(CC)CC. (4) The catalyst class is: 5. Reactant: C(OC(=O)[NH:7][C:8]1[CH:13]=[CH:12][CH:11]=[CH:10][C:9]=1[NH:14][C:15](=[O:49])/[CH:16]=[CH:17]/[C:18]1[CH:23]=[CH:22][C:21]([CH:24]([N:38](C=O)[CH2:39][CH2:40][N:41]2[CH2:46][CH2:45][O:44][CH2:43][CH2:42]2)[C:25](=[O:37])[NH:26][C:27]2[CH:32]=[CH:31][C:30]([C:33]([F:36])([F:35])[F:34])=[CH:29][CH:28]=2)=[CH:20][CH:19]=1)(C)(C)C.Cl. Product: [NH2:7][C:8]1[CH:13]=[CH:12][CH:11]=[CH:10][C:9]=1[NH:14][C:15](=[O:49])/[CH:16]=[CH:17]/[C:18]1[CH:23]=[CH:22][C:21]([CH:24]([NH:38][CH2:39][CH2:40][N:41]2[CH2:46][CH2:45][O:44][CH2:43][CH2:42]2)[C:25](=[O:37])[NH:26][C:27]2[CH:32]=[CH:31][C:30]([C:33]([F:34])([F:35])[F:36])=[CH:29][CH:28]=2)=[CH:20][CH:19]=1.